From a dataset of Reaction yield outcomes from USPTO patents with 853,638 reactions. Predict the reaction yield, written as a fraction of the theoretical maximum amount of product (1.0 means a 100% yield; for example, 0.34 means a 34% yield). (1) The reactants are [Cl:1][CH2:2][CH2:3][CH2:4][O:5][C:6]1[CH:15]=[C:14]2[C:9]([C:10]([NH:16][C:17]3[NH:21][N:20]=[C:19]([CH2:22][C:23]([O:25]C)=[O:24])[CH:18]=3)=[N:11][CH:12]=[N:13]2)=[CH:8][C:7]=1[O:27][CH3:28].O.[OH-].[Li+].Cl. The catalyst is O1CCCC1. The product is [Cl:1][CH2:2][CH2:3][CH2:4][O:5][C:6]1[CH:15]=[C:14]2[C:9]([C:10]([NH:16][C:17]3[NH:21][N:20]=[C:19]([CH2:22][C:23]([OH:25])=[O:24])[CH:18]=3)=[N:11][CH:12]=[N:13]2)=[CH:8][C:7]=1[O:27][CH3:28]. The yield is 0.750. (2) The reactants are I[C:2]1[CH:12]=[CH:11][C:5]([C:6]([O:8][CH2:9][CH3:10])=[O:7])=[CH:4][CH:3]=1.C([Mg]Cl)(C)C.[Cl-].[Li+].[CH3:20][C:21]1([CH3:28])[CH2:24][CH:23]([C:25](Cl)=[O:26])[CH2:22]1. The catalyst is O1CCCC1.[Cu]I. The product is [CH3:20][C:21]1([CH3:28])[CH2:24][CH:23]([C:25]([C:2]2[CH:12]=[CH:11][C:5]([C:6]([O:8][CH2:9][CH3:10])=[O:7])=[CH:4][CH:3]=2)=[O:26])[CH2:22]1. The yield is 0.830. (3) The reactants are CN(C(ON1N=NC2C=CC=NC1=2)=[N+](C)C)C.F[P-](F)(F)(F)(F)F.[F:25][C:26]1[CH:27]=[C:28]([C:34]2[CH:39]=[CH:38][C:37]([C:40]([OH:42])=O)=[C:36]([N+:43]([O-:45])=[O:44])[CH:35]=2)[CH:29]=[CH:30][C:31]=1[O:32][CH3:33].Cl.[NH2:47][C@@H:48]([CH:53]1[CH2:58][CH2:57][CH2:56][CH2:55][CH2:54]1)[C:49]([O:51][CH3:52])=[O:50].C(N(C(C)C)CC)(C)C. The catalyst is CN(C=O)C.C(OCC)(=O)C. The product is [CH:53]1([C@H:48]([NH:47][C:40]([C:37]2[CH:38]=[CH:39][C:34]([C:28]3[CH:29]=[CH:30][C:31]([O:32][CH3:33])=[C:26]([F:25])[CH:27]=3)=[CH:35][C:36]=2[N+:43]([O-:45])=[O:44])=[O:42])[C:49]([O:51][CH3:52])=[O:50])[CH2:58][CH2:57][CH2:56][CH2:55][CH2:54]1. The yield is 0.860.